From a dataset of Catalyst prediction with 721,799 reactions and 888 catalyst types from USPTO. Predict which catalyst facilitates the given reaction. (1) Reactant: [N+:1]([C:4]1[CH:5]=[C:6]2[C:10](=[CH:11][CH:12]=1)[NH:9][N:8]=[C:7]2[CH2:13][N:14]1[C:22](=[O:23])[C:21]2[C:16](=[CH:17][CH:18]=[CH:19][CH:20]=2)[C:15]1=[O:24])([O-])=O. Product: [NH2:1][C:4]1[CH:5]=[C:6]2[C:10](=[CH:11][CH:12]=1)[NH:9][N:8]=[C:7]2[CH2:13][N:14]1[C:15](=[O:24])[C:16]2[C:21](=[CH:20][CH:19]=[CH:18][CH:17]=2)[C:22]1=[O:23]. The catalyst class is: 19. (2) Reactant: [ClH:1].N[C:3]([CH2:8][CH2:9][C:10]1[CH:15]=[CH:14][C:13]([O:16][CH2:17][CH2:18][CH2:19][CH2:20][CH2:21][CH2:22][CH3:23])=[C:12]([C:24]([F:27])([F:26])[F:25])[CH:11]=1)([CH2:6][OH:7])[CH2:4][OH:5].C=O.[C:30]([BH3-])#[N:31].[Na+].[C:34](=O)([O-])O.[Na+]. Product: [ClH:1].[CH3:34][N:31]([CH3:30])[C:3]([CH2:8][CH2:9][C:10]1[CH:15]=[CH:14][C:13]([O:16][CH2:17][CH2:18][CH2:19][CH2:20][CH2:21][CH2:22][CH3:23])=[C:12]([C:24]([F:27])([F:26])[F:25])[CH:11]=1)([CH2:6][OH:7])[CH2:4][OH:5]. The catalyst class is: 477. (3) Reactant: [Cl:1][C:2]1[C:3](I)=[N:4][CH:5]=[C:6]([Cl:8])[N:7]=1.[CH:10]1(B(O)O)[CH2:12][CH2:11]1.P([O-])([O-])([O-])=O.[K+].[K+].[K+].C1(C)C=CC=CC=1. Product: [Cl:1][C:2]1[C:3]([CH:10]2[CH2:12][CH2:11]2)=[N:4][CH:5]=[C:6]([Cl:8])[N:7]=1. The catalyst class is: 6. (4) Reactant: [F:1][C:2]1[CH:7]=[CH:6][CH:5]=[CH:4][C:3]=1[S:8](Cl)(=[O:10])=[O:9].[CH3:12][CH:13]([NH2:15])[CH3:14].N1C=CC=CC=1. Product: [F:1][C:2]1[CH:7]=[CH:6][CH:5]=[CH:4][C:3]=1[S:8]([NH:15][CH:13]([CH3:14])[CH3:12])(=[O:10])=[O:9]. The catalyst class is: 2. (5) Reactant: [CH:1]1([N:7]2[C:11]3([CH2:16][CH2:15][NH:14][CH2:13][CH2:12]3)[C:10](=[O:17])[N:9]([CH2:18][C:19]3[CH:20]=[C:21]([CH:29]=[CH:30][CH:31]=3)[C:22]([O:24][C:25]([CH3:28])([CH3:27])[CH3:26])=[O:23])[CH2:8]2)[CH2:6][CH2:5][CH2:4][CH2:3][CH2:2]1.I[CH2:33][CH2:34][CH2:35][N:36]1[C:40]2[CH:41]=[CH:42][CH:43]=[CH:44][C:39]=2[NH:38][C:37]1=[O:45].C(=O)([O-])[O-].[K+].[K+]. Product: [CH:1]1([N:7]2[C:11]3([CH2:16][CH2:15][N:14]([CH2:33][CH2:34][CH2:35][N:36]4[C:40]5[CH:41]=[CH:42][CH:43]=[CH:44][C:39]=5[NH:38][C:37]4=[O:45])[CH2:13][CH2:12]3)[C:10](=[O:17])[N:9]([CH2:18][C:19]3[CH:20]=[C:21]([CH:29]=[CH:30][CH:31]=3)[C:22]([O:24][C:25]([CH3:27])([CH3:28])[CH3:26])=[O:23])[CH2:8]2)[CH2:2][CH2:3][CH2:4][CH2:5][CH2:6]1. The catalyst class is: 42. (6) Reactant: [O:1]=[C:2]1[NH:7][C:6]2[CH:8]=[C:9]([C:11]3[CH:16]=[CH:15][CH:14]=[CH:13][CH:12]=3)[S:10][C:5]=2[C:4](=[O:17])[N:3]1[CH:18]1[CH2:23][CH2:22][N:21]([C:24]([O:26][C:27]([CH3:30])([CH3:29])[CH3:28])=[O:25])[CH2:20][CH2:19]1.Cl[CH2:32][C:33]1[S:34][CH:35]=[CH:36][C:37]=1[CH3:38].C(=O)([O-])[O-].[K+].[K+]. Product: [CH3:38][C:37]1[CH:36]=[CH:35][S:34][C:33]=1[CH2:32][N:7]1[C:6]2[CH:8]=[C:9]([C:11]3[CH:16]=[CH:15][CH:14]=[CH:13][CH:12]=3)[S:10][C:5]=2[C:4](=[O:17])[N:3]([CH:18]2[CH2:23][CH2:22][N:21]([C:24]([O:26][C:27]([CH3:30])([CH3:29])[CH3:28])=[O:25])[CH2:20][CH2:19]2)[C:2]1=[O:1]. The catalyst class is: 3.